The task is: Predict the reactants needed to synthesize the given product.. This data is from Full USPTO retrosynthesis dataset with 1.9M reactions from patents (1976-2016). (1) Given the product [OH2:3].[OH:35][CH2:34][CH2:33][CH2:32][CH:29]1[CH2:30][CH2:31][N:26]([CH2:6][CH2:7][CH2:8][O:9][C:10]2[CH:15]=[CH:14][C:13]([C:16]#[N:17])=[CH:12][CH:11]=2)[CH2:27][CH2:28]1, predict the reactants needed to synthesize it. The reactants are: CS(O[CH2:6][CH2:7][CH2:8][O:9][C:10]1[CH:15]=[CH:14][C:13]([C:16]#[N:17])=[CH:12][CH:11]=1)(=O)=[O:3].[I-].[K+].C(=O)(O)[O-].[Na+].Cl.[NH:26]1[CH2:31][CH2:30][CH:29]([CH2:32][CH2:33][CH2:34][OH:35])[CH2:28][CH2:27]1.Cl. (2) Given the product [CH3:15][C:16]1[CH:22]=[CH:21][CH:20]=[C:19]([CH3:23])[C:17]=1[NH:18][C:2]1[CH:7]=[C:6]([CH3:8])[N:5]=[C:4]([C:9]2[CH:14]=[CH:13][CH:12]=[CH:11][N:10]=2)[N:3]=1, predict the reactants needed to synthesize it. The reactants are: Cl[C:2]1[CH:7]=[C:6]([CH3:8])[N:5]=[C:4]([C:9]2[CH:14]=[CH:13][CH:12]=[CH:11][N:10]=2)[N:3]=1.[CH3:15][C:16]1[CH:22]=[CH:21][CH:20]=[C:19]([CH3:23])[C:17]=1[NH2:18].Cl.[OH-].[Na+]. (3) Given the product [Br:14][C:15]1[C:16]([C:21]2[NH:25][N:24]=[CH:23][N:22]=2)=[C:17]([NH:20][C:11](=[O:13])[CH2:10][C:9]2[N:4]3[CH:3]=[CH:2][N:1]=[C:5]3[CH:6]=[CH:7][CH:8]=2)[S:18][CH:19]=1, predict the reactants needed to synthesize it. The reactants are: [N:1]1[CH:2]=[CH:3][N:4]2[C:9]([CH2:10][C:11]([OH:13])=O)=[CH:8][CH:7]=[CH:6][C:5]=12.[Br:14][C:15]1[C:16]([C:21]2[NH:25][N:24]=[CH:23][N:22]=2)=[C:17]([NH2:20])[S:18][CH:19]=1. (4) Given the product [CH3:1][O:2][C:3]1[CH:4]=[C:5]2[C:10](=[CH:11][C:12]=1[O:13][CH3:14])[N:9]=[CH:8][CH:7]=[C:6]2[O:15][C:16]1[C:17]([CH3:24])=[CH:18][C:19]([NH:23][C:33]([C:31]2[C:30](=[O:36])[N:29]([C:37]3[CH:42]=[CH:41][C:40]([F:43])=[CH:39][CH:38]=3)[C:28](=[O:44])[N:27]([CH2:25][CH3:26])[CH:32]=2)=[O:34])=[CH:20][C:21]=1[CH3:22], predict the reactants needed to synthesize it. The reactants are: [CH3:1][O:2][C:3]1[CH:4]=[C:5]2[C:10](=[CH:11][C:12]=1[O:13][CH3:14])[N:9]=[CH:8][CH:7]=[C:6]2[O:15][C:16]1[C:21]([CH3:22])=[CH:20][C:19]([NH2:23])=[CH:18][C:17]=1[CH3:24].[CH2:25]([N:27]1[CH:32]=[C:31]([C:33](O)=[O:34])[C:30](=[O:36])[N:29]([C:37]2[CH:42]=[CH:41][C:40]([F:43])=[CH:39][CH:38]=2)[C:28]1=[O:44])[CH3:26].